From a dataset of Full USPTO retrosynthesis dataset with 1.9M reactions from patents (1976-2016). Predict the reactants needed to synthesize the given product. (1) Given the product [C:44]([C:43]1[N:39]([NH:38][C:3](=[O:5])[C:2]([F:1])([F:13])[C:6]2[CH:11]=[CH:10][C:9]([F:12])=[CH:8][CH:7]=2)[CH:40]=[C:41]([C:47]([O:49][CH3:50])=[O:48])[CH:42]=1)(=[O:46])[NH2:45], predict the reactants needed to synthesize it. The reactants are: [F:1][C:2]([F:13])([C:6]1[CH:11]=[CH:10][C:9]([F:12])=[CH:8][CH:7]=1)[C:3]([OH:5])=O.CN(C(ON1N=NC2C=CC=NC1=2)=[N+](C)C)C.F[P-](F)(F)(F)(F)F.[NH2:38][N:39]1[C:43]([C:44](=[O:46])[NH2:45])=[CH:42][C:41]([C:47]([O:49][CH3:50])=[O:48])=[CH:40]1.CCN(C(C)C)C(C)C. (2) Given the product [CH2:25]([O:32][C:33]1[C:42]2[C:37](=[CH:38][CH:39]=[C:40]([F:43])[CH:41]=2)[CH:36]=[C:35]([CH2:20][Cl:24])[CH:34]=1)[C:26]1[CH:27]=[CH:28][CH:29]=[CH:30][CH:31]=1, predict the reactants needed to synthesize it. The reactants are: C1(P(C2C=CC=CC=2)C2C=CC=CC=2)C=CC=CC=1.[C:20]([Cl:24])(Cl)(Cl)Cl.[CH2:25]([O:32][C:33]1[C:42]2[C:37](=[CH:38][CH:39]=[C:40]([F:43])[CH:41]=2)[CH:36]=[C:35](CO)[CH:34]=1)[C:26]1[CH:31]=[CH:30][CH:29]=[CH:28][CH:27]=1. (3) Given the product [Cl:1][C:2]1[CH:3]=[CH:4][C:5]([C:8]2([C:11]3[CH2:22][C:23]4([CH2:27][CH2:26][N:25]([C:28]([O:30][C:31]([CH3:32])([CH3:34])[CH3:33])=[O:29])[CH2:24]4)[O:13][N:12]=3)[CH2:9][CH2:10]2)=[CH:6][CH:7]=1, predict the reactants needed to synthesize it. The reactants are: [Cl:1][C:2]1[CH:7]=[CH:6][C:5]([C:8]2([CH:11]=[N:12][OH:13])[CH2:10][CH2:9]2)=[CH:4][CH:3]=1.ClN1C(=O)CCC1=O.[CH2:22]=[C:23]1[CH2:27][CH2:26][N:25]([C:28]([O:30][C:31]([CH3:34])([CH3:33])[CH3:32])=[O:29])[CH2:24]1.C(O)(C(F)(F)F)=O. (4) The reactants are: OC1C(=O)NN=C(CCC2C=CC=CC=2)C=1.C([O:24][C:25]1[N:26]=[N:27][C:28](/[CH:39]=[CH:40]/[C:41]2[CH:46]=[C:45]([F:47])[C:44]([C:48]([F:51])([F:50])[F:49])=[C:43]([F:52])[CH:42]=2)=[CH:29][C:30]=1[O:31]CC1C=CC=CC=1)C1C=CC=CC=1. Given the product [F:52][C:43]1[CH:42]=[C:41]([CH2:40][CH2:39][C:28]2[CH:29]=[C:30]([OH:31])[C:25](=[O:24])[NH:26][N:27]=2)[CH:46]=[C:45]([F:47])[C:44]=1[C:48]([F:49])([F:50])[F:51], predict the reactants needed to synthesize it. (5) The reactants are: [C:1]([O:4][CH2:5][C@@H:6]1[C@@H:11]([O:12][C:13](=[O:15])[CH3:14])[C@H:10](OC(=O)C)[CH:9]=[CH:8][O:7]1)(=[O:3])[CH3:2].[C:20]([Si:24]([CH3:36])([CH3:35])[O:25][C:26]1[CH:27]=[C:28](B(O)O)[CH:29]=[CH:30][CH:31]=1)([CH3:23])([CH3:22])[CH3:21]. Given the product [C:1]([O:4][CH2:5][C@@H:6]1[C@@H:11]([O:12][C:13](=[O:15])[CH3:14])[CH:10]=[CH:9][C@@H:8]([C:28]2[CH:29]=[CH:30][CH:31]=[C:26]([O:25][Si:24]([C:20]([CH3:23])([CH3:22])[CH3:21])([CH3:35])[CH3:36])[CH:27]=2)[O:7]1)(=[O:3])[CH3:2], predict the reactants needed to synthesize it. (6) Given the product [Cl:23][C:18]1[CH:19]=[CH:20][CH:21]=[CH:22][C:17]=1[C:7]1[N:6]=[C:5]2[O:24][C:25]([C:26](=[O:31])[C:27]([CH3:29])([CH3:30])[CH3:28])=[C:1]([CH3:2])[C:4]2=[CH:9][C:8]=1[C:10]1[CH:15]=[CH:14][C:13]([Cl:16])=[CH:12][CH:11]=1, predict the reactants needed to synthesize it. The reactants are: [C:1]([C:4]1[C:5]([O:24][CH2:25][C:26](=[O:31])[C:27]([CH3:30])([CH3:29])[CH3:28])=[N:6][C:7]([C:17]2[CH:22]=[CH:21][CH:20]=[CH:19][C:18]=2[Cl:23])=[C:8]([C:10]2[CH:15]=[CH:14][C:13]([Cl:16])=[CH:12][CH:11]=2)[CH:9]=1)(=O)[CH3:2].N12CCCN=C1CCCCC2.